From a dataset of NCI-60 drug combinations with 297,098 pairs across 59 cell lines. Regression. Given two drug SMILES strings and cell line genomic features, predict the synergy score measuring deviation from expected non-interaction effect. (1) Drug 1: CN1C(=O)N2C=NC(=C2N=N1)C(=O)N. Drug 2: CC(C)(C#N)C1=CC(=CC(=C1)CN2C=NC=N2)C(C)(C)C#N. Cell line: UACC-257. Synergy scores: CSS=-5.12, Synergy_ZIP=0.861, Synergy_Bliss=-3.32, Synergy_Loewe=-5.61, Synergy_HSA=-5.62. (2) Drug 1: CC1=C(C=C(C=C1)C(=O)NC2=CC(=CC(=C2)C(F)(F)F)N3C=C(N=C3)C)NC4=NC=CC(=N4)C5=CN=CC=C5. Drug 2: CN(CCCl)CCCl.Cl. Cell line: NCI-H322M. Synergy scores: CSS=-0.304, Synergy_ZIP=0.510, Synergy_Bliss=-0.300, Synergy_Loewe=-2.70, Synergy_HSA=-2.39. (3) Drug 1: CN(C)N=NC1=C(NC=N1)C(=O)N. Drug 2: CN(CC1=CN=C2C(=N1)C(=NC(=N2)N)N)C3=CC=C(C=C3)C(=O)NC(CCC(=O)O)C(=O)O. Cell line: NCI-H522. Synergy scores: CSS=17.5, Synergy_ZIP=-2.11, Synergy_Bliss=-4.30, Synergy_Loewe=-27.6, Synergy_HSA=-5.48. (4) Drug 1: CC1=C(C=C(C=C1)C(=O)NC2=CC(=CC(=C2)C(F)(F)F)N3C=C(N=C3)C)NC4=NC=CC(=N4)C5=CN=CC=C5. Drug 2: CNC(=O)C1=NC=CC(=C1)OC2=CC=C(C=C2)NC(=O)NC3=CC(=C(C=C3)Cl)C(F)(F)F. Cell line: 786-0. Synergy scores: CSS=-5.63, Synergy_ZIP=5.53, Synergy_Bliss=6.11, Synergy_Loewe=-4.71, Synergy_HSA=-4.72. (5) Drug 1: CC12CCC3C(C1CCC2O)C(CC4=C3C=CC(=C4)O)CCCCCCCCCS(=O)CCCC(C(F)(F)F)(F)F. Drug 2: C1CNP(=O)(OC1)N(CCCl)CCCl. Cell line: OVCAR3. Synergy scores: CSS=-3.41, Synergy_ZIP=0.726, Synergy_Bliss=-3.08, Synergy_Loewe=-10.0, Synergy_HSA=-6.37.